Task: Predict which catalyst facilitates the given reaction.. Dataset: Catalyst prediction with 721,799 reactions and 888 catalyst types from USPTO (1) Product: [C:60]([C@@H:32]([O:31][SiH:24]([CH3:26])[CH3:27])[C@@H:33]1[O:37][C:36]([CH3:38])([CH3:39])[O:35][CH:34]1[CH2:41][O:22][C:19]1[CH:20]=[CH:21][C:7]2[C:6](=[O:23])[C:5]3[C:4]4[C:12](=[CH:13][C:14]([Cl:15])=[C:2]([Cl:1])[CH:3]=4)[NH:11][C:10]=3[C:9]([CH3:17])([CH3:16])[C:8]=2[CH:18]=1)([CH3:66])([CH3:65])[CH3:61]. The catalyst class is: 1. Reactant: [Cl:1][C:2]1[CH:3]=[C:4]2[C:12](=[CH:13][C:14]=1[Cl:15])[NH:11][C:10]1[C:9]([CH3:17])([CH3:16])[C:8]3[CH:18]=[C:19]([OH:22])[CH:20]=[CH:21][C:7]=3[C:6](=[O:23])[C:5]2=1.[Si:24]([O:31][CH2:32][C@H:33]1[O:37][C:36]([CH3:39])([CH3:38])[O:35][C@@H:34]1O)([C:27](C)(C)C)([CH3:26])C.[C:41]1(P(C2C=CC=CC=2)C2C=CC=CC=2)C=CC=CC=1.[C:60]1([CH3:66])[CH:65]=CC=C[CH:61]=1.CCOC(/N=N/C(OCC)=O)=O. (2) Reactant: [CH3:1][N:2]([CH3:15])[CH2:3][CH2:4][N:5]1[C:13]2[C:8](=[CH:9][C:10]([NH2:14])=[CH:11][CH:12]=2)[CH:7]=[N:6]1.[O:16]([C:23]1[CH:28]=[CH:27][C:26]([N:29]=[C:30]=[O:31])=[CH:25][CH:24]=1)[C:17]1[CH:22]=[CH:21][CH:20]=[CH:19][CH:18]=1. Product: [CH3:1][N:2]([CH3:15])[CH2:3][CH2:4][N:5]1[C:13]2[C:8](=[CH:9][C:10]([NH:14][C:30]([NH:29][C:26]3[CH:27]=[CH:28][C:23]([O:16][C:17]4[CH:18]=[CH:19][CH:20]=[CH:21][CH:22]=4)=[CH:24][CH:25]=3)=[O:31])=[CH:11][CH:12]=2)[CH:7]=[N:6]1. The catalyst class is: 1. (3) Reactant: [Br:1][CH2:2][C:3]1[CH:8]=[CH:7][C:6]([O:9][CH3:10])=[C:5]([N+:11]([O-:13])=[O:12])[CH:4]=1.[C:14]1([P:20]([C:27]2[CH:32]=[CH:31][CH:30]=[CH:29][CH:28]=2)[C:21]2[CH:26]=[CH:25][CH:24]=[CH:23][CH:22]=2)[CH:19]=[CH:18][CH:17]=[CH:16][CH:15]=1. Product: [Br-:1].[CH3:10][O:9][C:6]1[CH:7]=[CH:8][C:3]([CH2:2][P+:20]([C:21]2[CH:22]=[CH:23][CH:24]=[CH:25][CH:26]=2)([C:27]2[CH:32]=[CH:31][CH:30]=[CH:29][CH:28]=2)[C:14]2[CH:15]=[CH:16][CH:17]=[CH:18][CH:19]=2)=[CH:4][C:5]=1[N+:11]([O-:13])=[O:12]. The catalyst class is: 11. (4) Reactant: [CH3:1][O:2][C:3](=[O:31])[C@@H:4]([NH:13][C:14]([C:16]1[CH:17]=[C:18]([C:23]2[CH:28]=[CH:27][C:26]([F:29])=[C:25]([Cl:30])[CH:24]=2)[CH:19]=[CH:20][C:21]=1[OH:22])=[O:15])[CH2:5][C:6]1[CH:11]=[CH:10][C:9](Br)=[CH:8][CH:7]=1.[F:32][C:33]([F:44])([F:43])[C:34]1[CH:35]=[C:36](B(O)O)[CH:37]=[CH:38][CH:39]=1.C([O-])([O-])=O.[Na+].[Na+]. Product: [CH3:1][O:2][C:3](=[O:31])[C@@H:4]([NH:13][C:14]([C:16]1[CH:17]=[C:18]([C:23]2[CH:28]=[CH:27][C:26]([F:29])=[C:25]([Cl:30])[CH:24]=2)[CH:19]=[CH:20][C:21]=1[OH:22])=[O:15])[CH2:5][C:6]1[CH:11]=[CH:10][C:9]([C:38]2[CH:37]=[CH:36][CH:35]=[C:34]([C:33]([F:44])([F:43])[F:32])[CH:39]=2)=[CH:8][CH:7]=1. The catalyst class is: 104. (5) Reactant: [F:1][C:2]([F:22])([F:21])[C:3]1[CH:4]=[CH:5][C:6]([N:9]2[CH:13]=[C:12]([CH2:14][CH2:15][CH2:16][OH:17])[C:11]([CH:18]([CH3:20])[CH3:19])=[N:10]2)=[N:7][CH:8]=1.O[C:24]1[CH:29]=[CH:28][C:27]([CH2:30][CH2:31][C:32]([O:34]CC)=[O:33])=[CH:26][C:25]=1[O:37][CH3:38].C(P(CCCC)CCCC)CCC.N(C(N1CCCCC1)=O)=NC(N1CCCCC1)=O. Product: [CH3:38][O:37][C:25]1[CH:26]=[C:27]([CH2:30][CH2:31][C:32]([OH:34])=[O:33])[CH:28]=[CH:29][C:24]=1[O:17][CH2:16][CH2:15][CH2:14][C:12]1[C:11]([CH:18]([CH3:19])[CH3:20])=[N:10][N:9]([C:6]2[CH:5]=[CH:4][C:3]([C:2]([F:1])([F:21])[F:22])=[CH:8][N:7]=2)[CH:13]=1. The catalyst class is: 7. (6) Reactant: [F:1][C:2]1([F:18])[CH2:6][N:5]([C:7]([O:9][C:10]([CH3:13])([CH3:12])[CH3:11])=[O:8])[CH:4]([CH:14]=[CH:15][O:16]C)[CH2:3]1.C(O)(C(F)(F)F)=O. Product: [F:18][C:2]1([F:1])[CH2:6][N:5]([C:7]([O:9][C:10]([CH3:11])([CH3:12])[CH3:13])=[O:8])[CH:4]([CH2:14][CH:15]=[O:16])[CH2:3]1. The catalyst class is: 10. (7) Reactant: [C-:1]#[N:2].[K+].Cl[C:5]1[S:6][C:7]2[C:16]([N:17]=1)=[CH:15][CH:14]=[C:13]1[C:8]=2[CH2:9][CH2:10][CH2:11][NH:12]1.O. Product: [S:6]1[C:7]2=[C:8]3[C:13](=[CH:14][CH:15]=[C:16]2[N:17]=[C:5]1[C:1]#[N:2])[NH:12][CH2:11][CH2:10][CH2:9]3. The catalyst class is: 16.